Dataset: Experimentally validated miRNA-target interactions with 360,000+ pairs, plus equal number of negative samples. Task: Binary Classification. Given a miRNA mature sequence and a target amino acid sequence, predict their likelihood of interaction. (1) The miRNA is hsa-miR-7975 with sequence AUCCUAGUCACGGCACCA. The protein sequence of the target gene is MVEKKTSVRSQDPGQRRVLDRAARQRRINRQLEALENDNFQDDPHAGLPQLGKRLPQFDDDADTGKKKKKTRGDHFKLRFRKNFQALLEEQNLSVAEGPNYLTACAGPPSRPQRPFCAVCGFPSPYTCVSCGARYCTVRCLGTHQETRCLKWTV. Result: 0 (no interaction). (2) The miRNA is hsa-miR-423-5p with sequence UGAGGGGCAGAGAGCGAGACUUU. The protein sequence of the target gene is MARMGLAGAAGRWWGLALGLTAFFLPGVHSQVVQVNDSMYGFIGTDVVLHCSFANPLPSVKITQVTWQKSTNGSKQNVAIYNPSMGVSVLAPYRERVEFLRPSFTDGTIRLSRLELEDEGVYICEFATFPTGNRESQLNLTVMAKPTNWIEGTQAVLRAKKGQDDKVLVATCTSANGKPPSVVSWETRLKGEAEYQEIRNPNGTVTVISRYRLVPSREAHQQSLACIVNYHMDRFKESLTLNVQYEPEVTIEGFDGNWYLQRMDVKLTCKADANPPATEYHWTTLNGSLPKGVEAQNRTL.... Result: 1 (interaction). (3) The miRNA is hsa-miR-1204 with sequence UCGUGGCCUGGUCUCCAUUAU. The protein sequence of the target gene is MRQDKLTGSLRRGGRCLKRQGGGGVGTILSNVLKKRSCISRTAPRLLCTLEPGVDTKLKFTLEPSLGQNGFQQWYDALKAVARLSTGIPKEWRRKVWLTLADHYLHSIAIDWDKTMRFTFNERSNPDDDSMGIQIVKDLHRTGCSSYCGQEAEQDRVVLKRVLLAYARWNKNVGYCQGFNILAALILEVMEGNEGDALKIMIYLIDKVLPESYFVNNLRALSVDMAVFRDLLRLKLPELSQHLDTLQRTANKESGGGYEPPLTNVFTMQWFLTLFATCLPNHTVLKIWDSVFFEGSEIIL.... Result: 0 (no interaction).